Dataset: Reaction yield outcomes from USPTO patents with 853,638 reactions. Task: Predict the reaction yield, written as a fraction of the theoretical maximum amount of product (1.0 means a 100% yield; for example, 0.34 means a 34% yield). (1) The reactants are [OH:1][C:2]1[CH:11]=[C:10]2[C:5]([C:6](=[O:12])[CH:7]=[CH:8][O:9]2)=[CH:4][CH:3]=1.C(OP([C:21](Br)([F:23])[F:22])(=O)OCC)C.[OH-].[K+]. The catalyst is C(#N)C.O. The product is [F:22][CH:21]([F:23])[O:1][C:2]1[CH:11]=[C:10]2[C:5]([C:6](=[O:12])[CH:7]=[CH:8][O:9]2)=[CH:4][CH:3]=1. The yield is 0.501. (2) The reactants are [CH:1]1([N:4]([CH:18]2[CH2:23][CH2:22][NH:21][CH2:20][CH2:19]2)[S:5]([C:8]2[CH:13]=[CH:12][CH:11]=[C:10]([C:14]([F:17])([F:16])[F:15])[CH:9]=2)(=[O:7])=[O:6])[CH2:3][CH2:2]1.C1C=CC2N(O)N=NC=2C=1.CCN=C=NCCCN(C)C.[C:45]([O:49][C:50]([NH:52][C@H:53]1[CH2:58][CH2:57][CH2:56][CH2:55][C@H:54]1[C:59](O)=[O:60])=[O:51])([CH3:48])([CH3:47])[CH3:46]. The catalyst is C(Cl)Cl.C(Cl)(Cl)Cl. The product is [C:45]([O:49][C:50](=[O:51])[NH:52][C@@H:53]1[CH2:58][CH2:57][CH2:56][CH2:55][C@@H:54]1[C:59]([N:21]1[CH2:22][CH2:23][CH:18]([N:4]([CH:1]2[CH2:3][CH2:2]2)[S:5]([C:8]2[CH:13]=[CH:12][CH:11]=[C:10]([C:14]([F:17])([F:15])[F:16])[CH:9]=2)(=[O:6])=[O:7])[CH2:19][CH2:20]1)=[O:60])([CH3:48])([CH3:46])[CH3:47]. The yield is 1.00. (3) The reactants are [F:1][C:2]([F:12])([F:11])[C:3]1[CH:8]=[CH:7][CH:6]=[CH:5][C:4]=1[CH2:9]O.[BrH:13]. The catalyst is O. The product is [Br:13][CH2:9][C:4]1[CH:5]=[CH:6][CH:7]=[CH:8][C:3]=1[C:2]([F:12])([F:11])[F:1]. The yield is 0.550.